From a dataset of Forward reaction prediction with 1.9M reactions from USPTO patents (1976-2016). Predict the product of the given reaction. (1) Given the reactants C1C2C(COC(=O)[NH:17][C@H:18]([C:31](=[O:47])[NH:32][CH2:33][CH2:34][N:35]([C:37]([O:39][CH2:40][C:41]3[CH:46]=[CH:45][CH:44]=[CH:43][CH:42]=3)=[O:38])[CH3:36])[CH2:19][CH2:20][CH2:21][CH2:22][NH:23][C:24]([O:26][C:27]([CH3:30])([CH3:29])[CH3:28])=[O:25])C3C(=CC=CC=3)C=2C=CC=1.N1CCCCC1, predict the reaction product. The product is: [C:27]([O:26][C:24](=[O:25])[NH:23][CH2:22][CH2:21][CH2:20][CH2:19][C@H:18]([NH2:17])[C:31](=[O:47])[NH:32][CH2:33][CH2:34][N:35]([C:37]([O:39][CH2:40][C:41]1[CH:46]=[CH:45][CH:44]=[CH:43][CH:42]=1)=[O:38])[CH3:36])([CH3:30])([CH3:28])[CH3:29]. (2) The product is: [CH3:1][O:2][C:3]([C:5]1[N:6]=[N:7][C:8]([CH2:11][CH2:12][CH2:13][CH2:14][C:15]2[CH:20]=[CH:19][C:18]([C:21]3[CH:22]=[CH:23][C:24]([Cl:27])=[CH:25][CH:26]=3)=[CH:17][N:16]=2)=[CH:9][CH:10]=1)=[O:4]. Given the reactants [CH3:1][O:2][C:3]([C:5]1[N:6]=[N:7][C:8]([CH2:11][CH2:12][C:13]#[C:14][C:15]2[CH:20]=[CH:19][C:18]([C:21]3[CH:26]=[CH:25][C:24]([Cl:27])=[CH:23][CH:22]=3)=[CH:17][N:16]=2)=[CH:9][CH:10]=1)=[O:4].CO, predict the reaction product.